This data is from Catalyst prediction with 721,799 reactions and 888 catalyst types from USPTO. The task is: Predict which catalyst facilitates the given reaction. The catalyst class is: 63. Product: [CH3:1][O:2][C:3](=[O:21])[CH2:4][O:5][C@H:6]1[CH2:7][CH2:8][C@H:9]([C:12]2[CH:13]=[CH:14][C:15]([NH2:18])=[CH:16][CH:17]=2)[CH2:10][CH2:11]1. Reactant: [CH3:1][O:2][C:3](=[O:21])[CH2:4][O:5][C@H:6]1[CH2:11][CH2:10][C@H:9]([C:12]2[CH:17]=[CH:16][C:15]([N+:18]([O-])=O)=[CH:14][CH:13]=2)[CH2:8][CH2:7]1.